Dataset: Peptide-MHC class II binding affinity with 134,281 pairs from IEDB. Task: Regression. Given a peptide amino acid sequence and an MHC pseudo amino acid sequence, predict their binding affinity value. This is MHC class II binding data. (1) The peptide sequence is YDKFLANVSTVLTLK. The MHC is DRB1_0802 with pseudo-sequence DRB1_0802. The binding affinity (normalized) is 0.871. (2) The binding affinity (normalized) is 0. The MHC is DRB1_0101 with pseudo-sequence DRB1_0101. The peptide sequence is RQCCHKAMENFTDDD.